From a dataset of Full USPTO retrosynthesis dataset with 1.9M reactions from patents (1976-2016). Predict the reactants needed to synthesize the given product. (1) Given the product [Cl:1][C:2]1[CH:23]=[CH:22][C:5]([CH2:6][N:7]2[C:16]3[C:11](=[CH:12][C:13]([F:18])=[C:14]([N:33]4[CH2:34][CH2:35][N:30]([C:25]5[CH:26]=[CH:27][CH:28]=[CH:29][N:24]=5)[CH2:31][CH2:32]4)[CH:15]=3)[C:10](=[O:19])[C:9]([C:20]#[N:21])=[CH:8]2)=[CH:4][CH:3]=1, predict the reactants needed to synthesize it. The reactants are: [Cl:1][C:2]1[CH:23]=[CH:22][C:5]([CH2:6][N:7]2[C:16]3[C:11](=[CH:12][C:13]([F:18])=[C:14](F)[CH:15]=3)[C:10](=[O:19])[C:9]([C:20]#[N:21])=[CH:8]2)=[CH:4][CH:3]=1.[N:24]1[CH:29]=[CH:28][CH:27]=[CH:26][C:25]=1[N:30]1[CH2:35][CH2:34][NH:33][CH2:32][CH2:31]1. (2) Given the product [OH:6][C:7]1[CH:8]=[C:9]2[C:14](=[CH:15][CH:16]=1)[CH:13]=[C:12]([C:17]1[CH:22]=[C:21]([C:23]([O:25][CH3:26])=[O:24])[CH:20]=[CH:19][N:18]=1)[CH:11]=[CH:10]2, predict the reactants needed to synthesize it. The reactants are: B(Br)(Br)Br.C[O:6][C:7]1[CH:8]=[C:9]2[C:14](=[CH:15][CH:16]=1)[CH:13]=[C:12]([C:17]1[CH:22]=[C:21]([C:23]([O:25][CH3:26])=[O:24])[CH:20]=[CH:19][N:18]=1)[CH:11]=[CH:10]2.[OH-].[Na+]. (3) The reactants are: F[C:2]1[C:7]([C:8]2[N:16]=[C:15]([CH3:17])[N:14]=[C:13]3[C:9]=2[N:10]=[CH:11][N:12]3[CH:18]2[CH2:23][CH2:22][CH2:21][CH2:20][O:19]2)=[CH:6][CH:5]=[CH:4][N:3]=1.[NH2:24][C:25]1[CH:30]=[CH:29][C:28]([NH:31][C:32]([CH:34]2[CH2:36][CH2:35]2)=[O:33])=[CH:27][CH:26]=1.C[Si](N[Si](C)(C)C)(C)C.[Li].CO. Given the product [CH3:17][C:15]1[N:14]=[C:13]2[C:9]([N:10]=[CH:11][N:12]2[CH:18]2[CH2:23][CH2:22][CH2:21][CH2:20][O:19]2)=[C:8]([C:7]2[C:2]([NH:24][C:25]3[CH:26]=[CH:27][C:28]([NH:31][C:32]([CH:34]4[CH2:35][CH2:36]4)=[O:33])=[CH:29][CH:30]=3)=[N:3][CH:4]=[CH:5][CH:6]=2)[N:16]=1, predict the reactants needed to synthesize it. (4) Given the product [C:1]([O:4][CH2:5][CH2:6][CH2:7][N:8]1[C:13](=[O:14])[C:12]2[N:15]([CH2:38][C:35]3[CH:36]=[CH:37][C:32]([Cl:31])=[CH:33][CH:34]=3)[C:16]([C:18]3[CH:23]=[CH:22][CH:21]=[C:20]([O:24][C:25]([F:26])([F:27])[F:28])[CH:19]=3)=[CH:17][C:11]=2[N:10]([CH3:29])[C:9]1=[O:30])(=[O:3])[CH3:2], predict the reactants needed to synthesize it. The reactants are: [C:1]([O:4][CH2:5][CH2:6][CH2:7][N:8]1[C:13](=[O:14])[C:12]2[NH:15][C:16]([C:18]3[CH:23]=[CH:22][CH:21]=[C:20]([O:24][C:25]([F:28])([F:27])[F:26])[CH:19]=3)=[CH:17][C:11]=2[N:10]([CH3:29])[C:9]1=[O:30])(=[O:3])[CH3:2].[Cl:31][C:32]1[CH:37]=[CH:36][C:35]([CH2:38]Cl)=[CH:34][CH:33]=1.C([O-])([O-])=O.[K+].[K+]. (5) Given the product [C:23]1([C:2]2[NH:6][CH:5]=[C:4]([C:16]([O:18][CH3:19])=[O:17])[C:3]=2[CH2:20][CH2:21][CH3:22])[CH:28]=[CH:27][CH:26]=[CH:25][CH:24]=1, predict the reactants needed to synthesize it. The reactants are: Br[C:2]1[N:6](S(C2C=CC=CC=2)(=O)=O)[CH:5]=[C:4]([C:16]([O:18][CH3:19])=[O:17])[C:3]=1[CH2:20][CH2:21][CH3:22].[C:23]1(B(O)O)[CH:28]=[CH:27][CH:26]=[CH:25][CH:24]=1.C(=O)([O-])[O-].[Na+].[Na+]. (6) The reactants are: [N+:1]([C:4]1[CH:20]=[CH:19][C:7]([C:8]([C:10]2[CH:18]=[CH:17][C:13]([C:14]([OH:16])=[O:15])=[CH:12][CH:11]=2)=[O:9])=[CH:6][CH:5]=1)([O-:3])=[O:2].S(=O)(=O)(O)O.[CH3:26]O. Given the product [CH3:26][O:15][C:14](=[O:16])[C:13]1[CH:17]=[CH:18][C:10]([C:8](=[O:9])[C:7]2[CH:19]=[CH:20][C:4]([N+:1]([O-:3])=[O:2])=[CH:5][CH:6]=2)=[CH:11][CH:12]=1, predict the reactants needed to synthesize it. (7) Given the product [C:28]([C:27]1[CH:23]=[N:24][N:25]2[C:5]([C:7]3[CH:8]=[C:9]([N:13]([CH3:20])[C:14]([CH:16]4[CH2:17][CH2:18][CH2:19]4)=[O:15])[CH:10]=[CH:11][CH:12]=3)=[CH:4][CH:3]=[N:2][C:21]=12)(=[O:29])[C:30]1[CH:35]=[CH:34][CH:33]=[CH:32][CH:31]=1, predict the reactants needed to synthesize it. The reactants are: C[N:2]([CH3:21])[CH:3]=[CH:4][C:5]([C:7]1[CH:8]=[C:9]([N:13]([CH3:20])[C:14]([CH:16]2[CH2:19][CH2:18][CH2:17]2)=[O:15])[CH:10]=[CH:11][CH:12]=1)=O.N[C:23]1[C:27]([C:28]([C:30]2[CH:35]=[CH:34][CH:33]=[CH:32][CH:31]=2)=[O:29])=C[NH:25][N:24]=1. (8) Given the product [F:14][C:15]1[C:22]([F:23])=[CH:21][CH:20]=[CH:19][C:16]=1[CH:17]([OH:18])[CH2:5][CH2:6][CH2:7][CH2:8][CH2:9][CH2:10][CH2:11][CH2:12][CH3:13], predict the reactants needed to synthesize it. The reactants are: [Mg].II.Br[CH2:5][CH2:6][CH2:7][CH2:8][CH2:9][CH2:10][CH2:11][CH2:12][CH3:13].[F:14][C:15]1[C:22]([F:23])=[CH:21][CH:20]=[CH:19][C:16]=1[CH:17]=[O:18]. (9) The reactants are: [NH2:1]/[C:2](/[C:7]([CH3:10])([CH3:9])[CH3:8])=[CH:3]\[C:4](=[S:6])[NH2:5].C(=O)([O-])[O-].[K+].[K+].II.O. Given the product [C:7]([C:2]1[CH:3]=[C:4]([NH2:5])[S:6][N:1]=1)([CH3:10])([CH3:9])[CH3:8], predict the reactants needed to synthesize it.